From a dataset of Forward reaction prediction with 1.9M reactions from USPTO patents (1976-2016). Predict the product of the given reaction. The product is: [CH2:1]([O:3][C:4](=[O:29])[C:5]([N:7]([CH2:19][C:20]1[CH:21]=[CH:22][C:23]([C:24]([NH:41][CH2:40][C:39]2[C:38]3[CH:42]=[CH:43][CH:44]=[CH:45][C:37]=3[O:36][C:35]=2[CH2:31][CH2:32][CH2:33][CH3:34])=[O:26])=[CH:27][CH:28]=1)[CH2:8][C:9]1[CH:10]=[CH:11][C:12]([C:15]([F:16])([F:17])[F:18])=[CH:13][CH:14]=1)=[O:6])[CH3:2]. Given the reactants [CH2:1]([O:3][C:4](=[O:29])[C:5]([N:7]([CH2:19][C:20]1[CH:28]=[CH:27][C:23]([C:24]([OH:26])=O)=[CH:22][CH:21]=1)[CH2:8][C:9]1[CH:14]=[CH:13][C:12]([C:15]([F:18])([F:17])[F:16])=[CH:11][CH:10]=1)=[O:6])[CH3:2].Cl.[CH2:31]([C:35]1[O:36][C:37]2[CH:45]=[CH:44][CH:43]=[CH:42][C:38]=2[C:39]=1[CH2:40][NH2:41])[CH2:32][CH2:33][CH3:34].C1C=CC2N(O)N=NC=2C=1, predict the reaction product.